Dataset: Forward reaction prediction with 1.9M reactions from USPTO patents (1976-2016). Task: Predict the product of the given reaction. (1) Given the reactants [CH3:1][N:2]1[C:11]2[C:6](=[CH:7][CH:8]=[CH:9][CH:10]=2)[N:5]=[C:4]([C:12]([O:14]CC)=O)[C:3]1=O.COC1C=CC(P2(SP(C3C=CC(OC)=CC=3)(=S)S2)=[S:27])=CC=1.[OH-].[Na+].C(Cl)(=O)C(Cl)=O.[C:48]1(=[O:55])[CH2:53][CH2:52][CH2:51][C:50](=[O:54])[CH2:49]1.C(N(CC)CC)C.CC(C)(O)C#N, predict the reaction product. The product is: [OH:54][C:50]1[CH2:51][CH2:52][CH2:53][C:48](=[O:55])[C:49]=1[C:12]([C:4]1[C:3](=[S:27])[N:2]([CH3:1])[C:11]2[C:6]([N:5]=1)=[CH:7][CH:8]=[CH:9][CH:10]=2)=[O:14]. (2) Given the reactants C(O[CH:5]1[O:17][C@@H:16]([CH2:18][O:19][C:20](=[O:22])[CH3:21])[C@@H:11]([O:12][C:13](=[O:15])[CH3:14])[C@@H:6]1[O:7][C:8](=[O:10])[CH3:9])(=O)C.[CH3:23][C:24]1[CH:29]=[CH:28][C:27]([SH:30])=[CH:26][CH:25]=1.B(F)(F)F.CCOCC, predict the reaction product. The product is: [C:8]([O:7][C@H:6]1[C@H:11]([O:12][C:13](=[O:15])[CH3:14])[C@H:16]([CH2:18][O:19][C:20](=[O:22])[CH3:21])[O:17][C@@H:5]1[S:30][C:27]1[CH:28]=[CH:29][C:24]([CH3:23])=[CH:25][CH:26]=1)(=[O:10])[CH3:9]. (3) The product is: [CH2:12]([C:9]1[S:8][C:4]2[N:5]=[CH:6][N:7]=[C:2]([O:14][C@H:15]([CH2:20][C:21]3[CH:26]=[CH:25][CH:24]=[CH:23][CH:22]=3)[C:16]([O:18][CH3:19])=[O:17])[C:3]=2[C:10]=1[I:11])[CH3:13]. Given the reactants Cl[C:2]1[C:3]2[C:10]([I:11])=[C:9]([CH2:12][CH3:13])[S:8][C:4]=2[N:5]=[CH:6][N:7]=1.[OH:14][C@H:15]([CH2:20][C:21]1[CH:26]=[CH:25][CH:24]=[CH:23][CH:22]=1)[C:16]([O:18][CH3:19])=[O:17].C([O-])([O-])=O.[Cs+].[Cs+].Cl, predict the reaction product.